This data is from Catalyst prediction with 721,799 reactions and 888 catalyst types from USPTO. The task is: Predict which catalyst facilitates the given reaction. (1) Reactant: [NH2:1][C:2]1[CH:3]=[C:4]([OH:9])[CH:5]=[CH:6][C:7]=1[Cl:8].I[C:11]1[CH:12]=[CH:13][C:14]2[N:15]([CH:17]=[C:18]([NH:20][C:21]([CH:23]3[CH2:25][CH:24]3[CH3:26])=[O:22])[N:19]=2)[N:16]=1.C(=O)([O-])[O-].[K+].[K+]. Product: [NH2:1][C:2]1[CH:3]=[C:4]([CH:5]=[CH:6][C:7]=1[Cl:8])[O:9][C:11]1[CH:12]=[CH:13][C:14]2[N:15]([CH:17]=[C:18]([NH:20][C:21]([CH:23]3[CH2:25][CH:24]3[CH3:26])=[O:22])[N:19]=2)[N:16]=1. The catalyst class is: 9. (2) The catalyst class is: 193. Product: [C:22]([O:21][C:19]([NH:18][C:16]1[S:17][C:13](/[C:5](=[CH:6]/[C:7]2[CH:8]=[CH:9][N:10]=[CH:11][CH:12]=2)/[C:4]([OH:26])=[O:3])=[CH:14][N:15]=1)=[O:20])([CH3:25])([CH3:23])[CH3:24]. Reactant: C([O:3][C:4](=[O:26])/[C:5](/[C:13]1[S:17][C:16]([NH:18][C:19]([O:21][C:22]([CH3:25])([CH3:24])[CH3:23])=[O:20])=[N:15][CH:14]=1)=[CH:6]\[C:7]1[CH:12]=[CH:11][N:10]=[CH:9][CH:8]=1)C.O.[OH-].[Li+]. (3) The catalyst class is: 36. Product: [CH3:1][N:2]1[CH2:3][CH2:4][N:5]([CH2:8][CH2:9][C:10]2[CH:11]=[CH:12][C:13]3[N:14]([C:16]([C:19]([OH:21])=[O:20])=[CH:17][N:18]=3)[CH:15]=2)[CH2:6][CH2:7]1. Reactant: [CH3:1][N:2]1[CH2:7][CH2:6][N:5]([CH2:8][CH2:9][C:10]2[CH:11]=[CH:12][C:13]3[N:14]([C:16]([C:19]([O:21]C)=[O:20])=[CH:17][N:18]=3)[CH:15]=2)[CH2:4][CH2:3]1.[Li+].[OH-].Cl. (4) Reactant: C[O:2][C:3](=[O:37])[C@@H:4]([NH:15][C:16]([C:18]1[C:19]([CH3:36])=[N:20][C:21]([NH:25][CH2:26][CH2:27][CH2:28][C:29]2[CH:34]=[CH:33][CH:32]=[C:31]([OH:35])[CH:30]=2)=[N:22][C:23]=1[CH3:24])=[O:17])[CH2:5][NH:6][C:7]([C:9]1[S:10][CH:11]=[C:12]([CH3:14])[CH:13]=1)=[O:8].O.[OH-].[Li+].S([O-])(O)(=O)=O.[K+]. The catalyst class is: 20. Product: [OH:35][C:31]1[CH:30]=[C:29]([CH2:28][CH2:27][CH2:26][NH:25][C:21]2[N:20]=[C:19]([CH3:36])[C:18]([C:16]([NH:15][C@@H:4]([CH2:5][NH:6][C:7]([C:9]3[S:10][CH:11]=[C:12]([CH3:14])[CH:13]=3)=[O:8])[C:3]([OH:37])=[O:2])=[O:17])=[C:23]([CH3:24])[N:22]=2)[CH:34]=[CH:33][CH:32]=1. (5) Reactant: C[O:2][C:3](=[O:26])[C:4]1[CH:9]=[CH:8][C:7]([NH:10][C:11]([NH:13][C:14]2[CH:19]=[N:18][C:17]([CH3:20])=[CH:16][N:15]=2)=[O:12])=[C:6]([O:21][C:22]([F:25])([F:24])[F:23])[CH:5]=1.CO.O.[OH-].[Li+]. Product: [CH3:20][C:17]1[N:18]=[CH:19][C:14]([NH:13][C:11](=[O:12])[NH:10][C:7]2[CH:8]=[CH:9][C:4]([C:3]([OH:26])=[O:2])=[CH:5][C:6]=2[O:21][C:22]([F:25])([F:23])[F:24])=[N:15][CH:16]=1. The catalyst class is: 6. (6) Reactant: [NH:1]([C:21]([O:23][C:24]([CH3:27])([CH3:26])[CH3:25])=[O:22])[C@@H:2]([C:7]([NH:9][C@H:10]([C:15]([O:17]CC=C)=[O:16])[CH2:11][CH:12]([CH3:14])[CH3:13])=[O:8])[CH2:3][CH:4]([CH3:6])[CH3:5].[OH-].[Na+]. Product: [NH:1]([C:21]([O:23][C:24]([CH3:27])([CH3:26])[CH3:25])=[O:22])[C@@H:2]([C:7]([NH:9][C@H:10]([C:15]([OH:17])=[O:16])[CH2:11][CH:12]([CH3:14])[CH3:13])=[O:8])[CH2:3][CH:4]([CH3:6])[CH3:5]. The catalyst class is: 40.